From a dataset of NCI-60 drug combinations with 297,098 pairs across 59 cell lines. Regression. Given two drug SMILES strings and cell line genomic features, predict the synergy score measuring deviation from expected non-interaction effect. (1) Drug 1: C1=NC2=C(N=C(N=C2N1C3C(C(C(O3)CO)O)O)F)N. Drug 2: CC1=C(C=C(C=C1)NC(=O)C2=CC=C(C=C2)CN3CCN(CC3)C)NC4=NC=CC(=N4)C5=CN=CC=C5. Cell line: HT29. Synergy scores: CSS=2.86, Synergy_ZIP=4.30, Synergy_Bliss=8.29, Synergy_Loewe=2.04, Synergy_HSA=3.59. (2) Drug 1: C1=CC(=CC=C1C#N)C(C2=CC=C(C=C2)C#N)N3C=NC=N3. Drug 2: C1CN(CCN1C(=O)CCBr)C(=O)CCBr. Cell line: OVCAR-8. Synergy scores: CSS=10.3, Synergy_ZIP=-5.04, Synergy_Bliss=2.27, Synergy_Loewe=-2.44, Synergy_HSA=-1.79. (3) Drug 1: CC(CN1CC(=O)NC(=O)C1)N2CC(=O)NC(=O)C2. Drug 2: CCC1(C2=C(COC1=O)C(=O)N3CC4=CC5=C(C=CC(=C5CN(C)C)O)N=C4C3=C2)O.Cl. Cell line: TK-10. Synergy scores: CSS=20.1, Synergy_ZIP=-7.04, Synergy_Bliss=-0.312, Synergy_Loewe=-2.50, Synergy_HSA=0.410. (4) Drug 1: CS(=O)(=O)OCCCCOS(=O)(=O)C. Drug 2: CC1C(C(CC(O1)OC2CC(CC3=C2C(=C4C(=C3O)C(=O)C5=C(C4=O)C(=CC=C5)OC)O)(C(=O)CO)O)N)O.Cl. Cell line: MCF7. Synergy scores: CSS=35.5, Synergy_ZIP=-0.471, Synergy_Bliss=-1.76, Synergy_Loewe=-22.0, Synergy_HSA=-0.989. (5) Drug 1: C1=CN(C=N1)CC(O)(P(=O)(O)O)P(=O)(O)O. Drug 2: C#CCC(CC1=CN=C2C(=N1)C(=NC(=N2)N)N)C3=CC=C(C=C3)C(=O)NC(CCC(=O)O)C(=O)O. Cell line: NCI-H322M. Synergy scores: CSS=4.12, Synergy_ZIP=-0.852, Synergy_Bliss=-1.36, Synergy_Loewe=-0.108, Synergy_HSA=-0.953.